From a dataset of Reaction yield outcomes from USPTO patents with 853,638 reactions. Predict the reaction yield, written as a fraction of the theoretical maximum amount of product (1.0 means a 100% yield; for example, 0.34 means a 34% yield). (1) The reactants are [Br:1][C:2]1[CH:7]=[C:6]([F:8])[CH:5]=[CH:4][C:3]=1[CH:9]1[C:14]([C:15]([O:17][CH2:18][CH3:19])=[O:16])=[C:13]([CH2:20]Br)[NH:12][C:11]([C:22]2[S:23][CH:24]=[CH:25][N:26]=2)=[N:10]1.[CH:27]([NH:30][C:31]([CH:33]1[CH2:38][O:37][CH2:36][CH2:35][NH:34]1)=[O:32])([CH3:29])[CH3:28]. No catalyst specified. The product is [Br:1][C:2]1[CH:7]=[C:6]([F:8])[CH:5]=[CH:4][C:3]=1[CH:9]1[C:14]([C:15]([O:17][CH2:18][CH3:19])=[O:16])=[C:13]([CH2:20][N:34]2[CH2:35][CH2:36][O:37][CH2:38][CH:33]2[C:31](=[O:32])[NH:30][CH:27]([CH3:28])[CH3:29])[NH:12][C:11]([C:22]2[S:23][CH:24]=[CH:25][N:26]=2)=[N:10]1. The yield is 0.350. (2) The reactants are [F:1][C:2]([F:25])([F:24])[S:3]([NH:6][C:7]1[CH:8]=[C:9]([C:13]2[CH:18]=[CH:17][CH:16]=[C:15]([C:19]([O:21]CC)=[O:20])[CH:14]=2)[CH:10]=[CH:11][CH:12]=1)(=[O:5])=[O:4].[OH-].[Na+].O. The catalyst is C1COCC1. The product is [F:24][C:2]([F:1])([F:25])[S:3]([NH:6][C:7]1[CH:8]=[C:9]([C:13]2[CH:18]=[CH:17][CH:16]=[C:15]([C:19]([OH:21])=[O:20])[CH:14]=2)[CH:10]=[CH:11][CH:12]=1)(=[O:4])=[O:5]. The yield is 0.650. (3) The reactants are N12CCCN=C1CCCCC2.[CH2:12]([O:15][C:16](=[O:26])[CH2:17][C:18]1[CH:23]=[C:22]([Br:24])[CH:21]=[CH:20][C:19]=1[F:25])[CH:13]=[CH2:14].C(NC1C=CC(S([N:40]=[N+:41]=[N-])(=O)=O)=CC=1)(=O)C. The catalyst is C1COCC1. The product is [CH2:12]([O:15][C:16](=[O:26])[C:17]([C:18]1[CH:23]=[C:22]([Br:24])[CH:21]=[CH:20][C:19]=1[F:25])=[N+:40]=[N-:41])[CH:13]=[CH2:14]. The yield is 0.920. (4) The reactants are [OH:1][C:2]1[CH:7]=[CH:6][C:5]([CH2:8][C:9]([O:11][CH3:12])=[O:10])=[CH:4][CH:3]=1.[CH2:13]([CH:15]1[O:17][CH2:16]1)Cl.N1C=CC=CC=1. No catalyst specified. The product is [O:17]1[CH2:16][CH:15]1[CH2:13][O:1][C:2]1[CH:3]=[CH:4][C:5]([CH2:8][C:9]([O:11][CH3:12])=[O:10])=[CH:6][CH:7]=1. The yield is 0.340. (5) The reactants are [NH2:1][C:2]1[N:7]=[CH:6][N:5]=[C:4]([N:8]2[CH2:13][CH2:12][CH:11]([O:14][C:15](=[O:27])[NH:16][C:17]3[CH:22]=[CH:21][C:20]([O:23][CH:24]([CH3:26])[CH3:25])=[CH:19][CH:18]=3)[CH2:10][CH2:9]2)[C:3]=1[CH:28]=O.[CH3:30][O:31][NH2:32].Cl. The catalyst is CO. The product is [NH2:1][C:2]1[N:7]=[CH:6][N:5]=[C:4]([N:8]2[CH2:13][CH2:12][CH:11]([O:14][C:15](=[O:27])[NH:16][C:17]3[CH:22]=[CH:21][C:20]([O:23][CH:24]([CH3:25])[CH3:26])=[CH:19][CH:18]=3)[CH2:10][CH2:9]2)[C:3]=1[CH:28]=[N:32][O:31][CH3:30]. The yield is 0.867. (6) The reactants are [N+:1]([C:4]1[CH:9]=[CH:8][C:7]([C:10]2[CH:15]=[CH:14][C:13]([C:16]([OH:18])=O)=[CH:12][CH:11]=2)=[CH:6][CH:5]=1)([O-:3])=[O:2].C(Cl)(=O)C(Cl)=O.Cl.[CH3:26][NH:27][C@H:28]([C:32]([O:34][CH3:35])=[O:33])[CH:29]([CH3:31])[CH3:30].C(N(CC)CC)C. The catalyst is C(Cl)Cl.CN(C)C=O. The product is [CH3:26][N:27]([C:16]([C:13]1[CH:12]=[CH:11][C:10]([C:7]2[CH:6]=[CH:5][C:4]([N+:1]([O-:3])=[O:2])=[CH:9][CH:8]=2)=[CH:15][CH:14]=1)=[O:18])[C@H:28]([C:32]([O:34][CH3:35])=[O:33])[CH:29]([CH3:31])[CH3:30]. The yield is 0.920. (7) The reactants are [CH3:1][O:2][CH2:3][C:4]([NH:6][C:7]1[CH:8]=[C:9]([C:13]2[C:21]3[C:16](=[CH:17][CH:18]=[C:19]([C:22]([NH2:24])=[O:23])[CH:20]=3)[N:15](C3CCCCO3)[N:14]=2)[CH:10]=[CH:11][CH:12]=1)=[O:5]. The product is [CH3:1][O:2][CH2:3][C:4]([NH:6][C:7]1[CH:8]=[C:9]([C:13]2[C:21]3[C:16](=[CH:17][CH:18]=[C:19]([C:22]([NH2:24])=[O:23])[CH:20]=3)[NH:15][N:14]=2)[CH:10]=[CH:11][CH:12]=1)=[O:5]. The catalyst is C1(C)C=CC=CC=1.Cl. The yield is 0.405.